From a dataset of Full USPTO retrosynthesis dataset with 1.9M reactions from patents (1976-2016). Predict the reactants needed to synthesize the given product. (1) Given the product [CH2:23]([N:9]1[C:8](=[O:16])[C:5]2[CH:6]=[N:7][C:2]([Cl:1])=[CH:3][C:4]=2[N:10]1[C:11]([O:13][CH2:14][CH3:15])=[O:12])[C:24]1[CH:29]=[CH:28][CH:27]=[CH:26][CH:25]=1, predict the reactants needed to synthesize it. The reactants are: [Cl:1][C:2]1[N:7]=[CH:6][C:5]2[C:8](=[O:16])[NH:9][N:10]([C:11]([O:13][CH2:14][CH3:15])=[O:12])[C:4]=2[CH:3]=1.C(=O)([O-])[O-].[K+].[K+].[CH2:23](Br)[C:24]1[CH:29]=[CH:28][CH:27]=[CH:26][CH:25]=1.O. (2) Given the product [CH:1]12[CH2:7][CH:4]([CH2:5][CH2:6]1)[CH:3]=[CH:2]2.[CH2:15]=[CH2:16], predict the reactants needed to synthesize it. The reactants are: [CH:1]12[CH2:7][CH:4]([CH2:5][CH2:6]1)[CH:3]=[CH:2]2.C=C.[H][H].C[Al]1CC[CH2:16][CH2:15]O1. (3) Given the product [Cl:1][C:2]1[CH:15]=[C:14]([F:16])[CH:13]=[CH:12][C:3]=1[CH2:4][NH:5][C:6]1[S:7][C:8](=[CH:22][C:24]2[N:25]=[C:26]3[C:31](=[CH:32][CH:33]=2)[N:30]=[CH:29][C:28]([C:34]#[N:35])=[C:27]3[O:36][CH:37]([CH3:39])[CH3:38])[C:9](=[O:11])[N:10]=1, predict the reactants needed to synthesize it. The reactants are: [Cl:1][C:2]1[CH:15]=[C:14]([F:16])[CH:13]=[CH:12][C:3]=1[CH2:4][NH:5][C:6]1[S:7][CH2:8][C:9](=[O:11])[N:10]=1.C(O[Na])(C)=O.[CH:22]([C:24]1[N:25]=[C:26]2[C:31](=[CH:32][CH:33]=1)[N:30]=[CH:29][C:28]([C:34]#[N:35])=[C:27]2[O:36][CH:37]([CH3:39])[CH3:38])=O.